This data is from Forward reaction prediction with 1.9M reactions from USPTO patents (1976-2016). The task is: Predict the product of the given reaction. Given the reactants [Cl:1][C:2]1[C:3]([NH:17][CH2:18][CH2:19][CH2:20][C:21]2[CH:26]=[CH:25][CH:24]=[C:23]([O:27]C)[CH:22]=2)=[N:4][C:5]([NH:8][C:9]2[CH:10]=[C:11]([CH2:15]O)[CH:12]=[CH:13][CH:14]=2)=[N:6][CH:7]=1.B(Br)(Br)[Br:30].O, predict the reaction product. The product is: [Br:30][CH2:15][C:11]1[CH:10]=[C:9]([NH:8][C:5]2[N:4]=[C:3]([NH:17][CH2:18][CH2:19][CH2:20][C:21]3[CH:22]=[C:23]([OH:27])[CH:24]=[CH:25][CH:26]=3)[C:2]([Cl:1])=[CH:7][N:6]=2)[CH:14]=[CH:13][CH:12]=1.